This data is from Forward reaction prediction with 1.9M reactions from USPTO patents (1976-2016). The task is: Predict the product of the given reaction. (1) Given the reactants Cl[C:2]1[CH:11]=[C:6]2[NH:7][CH2:8][CH2:9][CH2:10][N:5]2[C:4](=[O:12])[N:3]=1.Br[CH2:14][C:15]1[CH:20]=[CH:19][C:18]([F:21])=[CH:17][CH:16]=1.[F:22][C:23]1[CH:24]=[C:25]([CH2:30][OH:31])[CH:26]=[CH:27][C:28]=1[F:29], predict the reaction product. The product is: [F:22][C:23]1[CH:24]=[C:25]([CH:26]=[CH:27][C:28]=1[F:29])[CH2:30][O:31][C:2]1[CH:11]=[C:6]2[N:7]([CH2:14][C:15]3[CH:20]=[CH:19][C:18]([F:21])=[CH:17][CH:16]=3)[CH2:8][CH2:9][CH2:10][N:5]2[C:4](=[O:12])[N:3]=1. (2) Given the reactants [C:1]([C:4]1[CH:5]=[C:6]([C@@H:21]([NH:25][C:26](=[O:32])[O:27][C:28]([CH3:31])([CH3:30])[CH3:29])[CH2:22][CH:23]=[CH2:24])[CH:7]=[C:8]([C:10]2[N:14]([CH:15]([F:17])[F:16])[N:13]=[CH:12][C:11]=2[N+:18]([O-])=O)[CH:9]=1)(=[O:3])[NH2:2].[NH4+].[Cl-].[CH3:35][C@H:36]([CH:40]=[CH2:41])[C:37](O)=[O:38].N1C=CC=CC=1.C(P1(=O)OP(CCC)(=O)OP(CCC)(=O)O1)CC, predict the reaction product. The product is: [C:1]([C:4]1[CH:5]=[C:6]([C@@H:21]([NH:25][C:26](=[O:32])[O:27][C:28]([CH3:31])([CH3:30])[CH3:29])[CH2:22][CH:23]=[CH2:24])[CH:7]=[C:8]([C:10]2[N:14]([CH:15]([F:17])[F:16])[N:13]=[CH:12][C:11]=2[NH:18][C:37](=[O:38])[C@H:36]([CH3:35])[CH:40]=[CH2:41])[CH:9]=1)(=[O:3])[NH2:2]. (3) The product is: [Br:1][C:2]1[CH:11]=[CH:10][CH:9]=[C:8]2[C:3]=1[CH2:4][CH2:5][N:6]([CH2:17][CH2:16][S:13]([CH3:12])(=[O:15])=[O:14])[CH2:7]2. Given the reactants [Br:1][C:2]1[CH:11]=[CH:10][CH:9]=[C:8]2[C:3]=1[CH2:4][CH2:5][NH:6][CH2:7]2.[CH3:12][S:13]([CH:16]=[CH2:17])(=[O:15])=[O:14], predict the reaction product. (4) The product is: [CH3:19][S:18][CH2:17][CH2:16][O:15][C:12]1[CH:13]=[N:14][C:9]([NH2:8])=[N:10][CH:11]=1. Given the reactants COC1C=CC(C[NH:8][C:9]2[N:14]=[CH:13][C:12]([O:15][CH2:16][CH2:17][S:18][CH3:19])=[CH:11][N:10]=2)=CC=1, predict the reaction product. (5) Given the reactants [NH2:1][C:2]1[CH:3]=[N:4][N:5]([CH3:22])[C:6]=1[N:7]1[CH2:13][CH2:12][CH:11]([F:14])[CH:10]([NH:15]C(=O)C(F)(F)F)[CH2:9][CH2:8]1.C(OC([NH:30][C:31]1[S:35][C:34]([C:36]2[CH:41]=[C:40]([F:42])[CH:39]=[CH:38][C:37]=2[F:43])=[N:33][C:32]=1[C:44](O)=[O:45])=O)(C)(C)C, predict the reaction product. The product is: [NH2:30][C:31]1[S:35][C:34]([C:36]2[CH:41]=[C:40]([F:42])[CH:39]=[CH:38][C:37]=2[F:43])=[N:33][C:32]=1[C:44]([NH:1][C:2]1[CH:3]=[N:4][N:5]([CH3:22])[C:6]=1[N:7]1[CH2:13][CH2:12][C@@H:11]([F:14])[C@@H:10]([NH2:15])[CH2:9][CH2:8]1)=[O:45]. (6) Given the reactants [CH2:1]([N:4]1[C:12]2[C:7](=[CH:8][CH:9]=[CH:10][CH:11]=2)[C:6]2([CH2:14][CH2:13]2)[C:5]1=[O:15])[CH2:2][CH3:3].[N+:16]([O-])([OH:18])=[O:17], predict the reaction product. The product is: [N+:16]([C:9]1[CH:8]=[C:7]2[C:12](=[CH:11][CH:10]=1)[N:4]([CH2:1][CH2:2][CH3:3])[C:5](=[O:15])[C:6]12[CH2:14][CH2:13]1)([O-:18])=[O:17]. (7) Given the reactants C(OC([N:8]1[CH2:14][CH2:13][CH2:12][N:11]([C:15]2[N:20]=[C:19]3[NH:21][C:22]([C:24]([C:26]4[CH:31]=[CH:30][N:29]=[C:28]([C:32]5[C:41]6[C:36](=[CH:37][CH:38]=[CH:39][CH:40]=6)[CH:35]=[N:34][CH:33]=5)[CH:27]=4)=[O:25])=[N:23][C:18]3=[CH:17][CH:16]=2)[CH2:10][CH2:9]1)=O)(C)(C)C.Cl, predict the reaction product. The product is: [N:11]1([C:15]2[N:20]=[C:19]3[NH:21][C:22]([C:24]([C:26]4[CH:31]=[CH:30][N:29]=[C:28]([C:32]5[C:41]6[C:36](=[CH:37][CH:38]=[CH:39][CH:40]=6)[CH:35]=[N:34][CH:33]=5)[CH:27]=4)=[O:25])=[N:23][C:18]3=[CH:17][CH:16]=2)[CH2:12][CH2:13][CH2:14][NH:8][CH2:9][CH2:10]1.